This data is from Full USPTO retrosynthesis dataset with 1.9M reactions from patents (1976-2016). The task is: Predict the reactants needed to synthesize the given product. Given the product [CH3:1][N:2]1[C:6]([CH3:7])=[CH:5][C:4]([CH:8]=[N:15][C:14]2[CH:16]=[CH:17][CH:18]=[C:12]([O:11][CH3:10])[CH:13]=2)=[N:3]1, predict the reactants needed to synthesize it. The reactants are: [CH3:1][N:2]1[C:6]([CH3:7])=[CH:5][C:4]([CH:8]=O)=[N:3]1.[CH3:10][O:11][C:12]1[CH:13]=[C:14]([CH:16]=[CH:17][CH:18]=1)[NH2:15].